This data is from Forward reaction prediction with 1.9M reactions from USPTO patents (1976-2016). The task is: Predict the product of the given reaction. (1) Given the reactants [F:1][C:2]([F:16])([CH2:12][CH2:13][CH2:14][CH3:15])[C:3](=[O:11])[CH2:4]P(=O)(OC)OC.[H-].[Li+].[C:19]([O:22][C@@H:23]1[C@H:27]([CH2:28][CH2:29][CH2:30][CH2:31][CH2:32][CH2:33][C:34]([O:36][CH3:37])=[O:35])[C@@H:26]([CH:38]=O)[C@H:25]([O:40][CH:41]2[CH2:46][CH2:45][CH2:44][CH2:43][O:42]2)[CH2:24]1)(=[O:21])[CH3:20].O, predict the reaction product. The product is: [C:19]([O:22][C@@H:23]1[C@H:27]([CH2:28][CH2:29][CH2:30][CH2:31][CH2:32][CH2:33][C:34]([O:36][CH3:37])=[O:35])[C@@H:26](/[CH:38]=[CH:4]/[C:3](=[O:11])[C:2]([F:1])([F:16])[CH2:12][CH2:13][CH2:14][CH3:15])[C@H:25]([O:40][CH:41]2[CH2:46][CH2:45][CH2:44][CH2:43][O:42]2)[CH2:24]1)(=[O:21])[CH3:20]. (2) Given the reactants [CH3:1][NH:2][C:3]([C@H:5]1[CH2:9][CH2:8][CH2:7][N:6]1[C:10]1[CH:15]=[CH:14][C:13]([NH:16][C:17]([NH2:19])=[NH:18])=[CH:12][CH:11]=1)=[O:4].CN(C)/[CH:22]=[C:23](\[F:35])/[C:24]([C:26]1[N:30]([CH:31]([CH3:33])[CH3:32])[C:29]([CH3:34])=[N:28][CH:27]=1)=O, predict the reaction product. The product is: [CH3:1][NH:2][C:3]([C@H:5]1[CH2:9][CH2:8][CH2:7][N:6]1[C:10]1[CH:15]=[CH:14][C:13]([NH:16][C:17]2[N:19]=[C:24]([C:26]3[N:30]([CH:31]([CH3:32])[CH3:33])[C:29]([CH3:34])=[N:28][CH:27]=3)[C:23]([F:35])=[CH:22][N:18]=2)=[CH:12][CH:11]=1)=[O:4]. (3) Given the reactants Cl.[CH3:2][O:3][C:4](=[O:9])[C@H:5]([CH2:7][OH:8])[NH2:6].[Br:10][C:11]1[CH:16]=[CH:15][C:14]([C:17](=O)[CH2:18][S:19][C:20]#[N:21])=[CH:13][CH:12]=1.C(N(CC)CC)C, predict the reaction product. The product is: [CH3:2][O:3][C:4](=[O:9])[CH:5]([NH:6][C:20]1[S:19][CH:18]=[C:17]([C:14]2[CH:15]=[CH:16][C:11]([Br:10])=[CH:12][CH:13]=2)[N:21]=1)[CH2:7][OH:8]. (4) The product is: [C:4]1([C:19]2[CH:18]=[CH:17][CH:22]=[CH:21][CH:20]=2)[CH:9]=[CH:8][CH:7]=[CH:6][CH:5]=1. Given the reactants [N+]([C:4]1[CH:9]=[CH:8][CH:7]=[CH:6][C:5]=1I)([O-])=O.C([O-])([O-])=O.[K+].[K+].[CH3:17][CH2:18][CH2:19][CH2:20][CH2:21][CH3:22].C(OCC)(=O)C, predict the reaction product. (5) Given the reactants Cl.[CH3:2][O:3][C:4]1[CH:5]=[C:6]2[C:11](=[CH:12][C:13]=1[O:14][CH3:15])[CH:10]([C:16]1[CH:21]=[CH:20][CH:19]=[CH:18][CH:17]=1)[NH:9][CH2:8][CH2:7]2.[F:22][C:23]1([CH:43]=[CH:42][CH:41]=[CH:40][CH2:39]1)[CH2:24][N:25]([CH:30]1[CH2:38][C:37]2[C:32](=[CH:33][CH:34]=[CH:35][CH:36]=2)[CH2:31]1)[C:26](=[O:29])[CH2:27]Br.C(=O)([O-])[O-].[K+].[K+], predict the reaction product. The product is: [F:22][C:23]1([CH:39]=[CH:40][CH:41]=[CH:42][CH2:43]1)[CH2:24][N:25]([CH:30]1[CH2:38][C:37]2[C:32](=[CH:33][CH:34]=[CH:35][CH:36]=2)[CH2:31]1)[C:26](=[O:29])[CH2:27][C:10]1([C:16]2[CH:21]=[CH:20][CH:19]=[CH:18][CH:17]=2)[C:11]2[C:6](=[CH:5][C:4]([O:3][CH3:2])=[C:13]([O:14][CH3:15])[CH:12]=2)[CH2:7][CH2:8][NH:9]1. (6) Given the reactants Br[C:2]1[C:3]2[C:4]3[CH2:15][CH2:14][N:13]([C:16]([O:18]C(C)(C)C)=O)[CH2:12][CH2:11][C:5]=3[NH:6][C:7]=2[CH:8]=[CH:9][CH:10]=1.[CH2:23]([CH2:26][O:27][CH3:28])OC.C([O-])([O-])=O.[Na+].[Na+], predict the reaction product. The product is: [C:16]([N:13]1[CH2:14][CH2:15][C:4]2[C:3]3[C:2]([C:23]4[CH:11]=[CH:5][CH:4]=[CH:15][C:26]=4[O:27][CH3:28])=[CH:10][CH:9]=[CH:8][C:7]=3[NH:6][C:5]=2[CH2:11][CH2:12]1)(=[O:18])[C:2]1[CH:3]=[CH:7][CH:8]=[CH:9][CH:10]=1.